This data is from Catalyst prediction with 721,799 reactions and 888 catalyst types from USPTO. The task is: Predict which catalyst facilitates the given reaction. (1) Reactant: C(=O)([O-])[O-].[K+].[K+].[Br:7][C:8]1[CH:9]=[C:10]([OH:14])[CH:11]=[CH:12][CH:13]=1.[CH:15]1(Br)[CH2:19][CH2:18][CH2:17][CH2:16]1. Product: [Br:7][C:8]1[CH:13]=[CH:12][CH:11]=[C:10]([O:14][CH:15]2[CH2:19][CH2:18][CH2:17][CH2:16]2)[CH:9]=1. The catalyst class is: 10. (2) Reactant: ClC1C=C[CH:5]=[C:4]([C:8]([O:10]O)=O)[CH:3]=1.CC(=C)C[N:15]([C:19]1[CH:24]=[CH:23][C:22]([Cl:25])=[CH:21][CH:20]=1)[C:16](=[O:18])[O-:17].S([O-])([O-])(=O)=S.[Na+].[Na+]. Product: [CH3:3][C:4]1([CH2:5][O:17][C:16](=[O:18])[NH:15][C:19]2[CH:20]=[CH:21][C:22]([Cl:25])=[CH:23][CH:24]=2)[CH2:8][O:10]1. The catalyst class is: 2. (3) Reactant: C([N:8]1[C:12]([CH:13]=[C:14]2[C:22]3[C:17](=[CH:18][CH:19]=[CH:20][CH:21]=3)[CH2:16][CH:15]2[C:23]2[CH:28]=[CH:27][CH:26]=[CH:25][CH:24]=2)=[CH:11][N:10]=[CH:9]1)C1C=CC=CC=1.C(N1C(C=C2C3C(=CC=C(OC)C=3)CC2C2C=CC=CC=2)=CN=C1)C1C=CC=CC=1. Product: [C:23]1([CH:15]2[CH2:16][C:17]3[C:22](=[CH:21][CH:20]=[CH:19][CH:18]=3)[CH:14]2[CH2:13][C:12]2[N:8]=[CH:9][NH:10][CH:11]=2)[CH:28]=[CH:27][CH:26]=[CH:25][CH:24]=1. The catalyst class is: 285. (4) Reactant: [CH2:1]([C@H:8]1[CH2:12][O:11][C:10](=[O:13])[N:9]1[C:14](=[O:21])[CH2:15][CH2:16][CH2:17][CH2:18][CH2:19][CH3:20])[C:2]1[CH:7]=[CH:6][CH:5]=[CH:4][CH:3]=1.C[Si]([N-][Si](C)(C)C)(C)C.[Li+].[F:32]NS(C1C=CC=CC=1)(=O)=O. Product: [CH2:1]([C@H:8]1[CH2:12][O:11][C:10](=[O:13])[N:9]1[C:14](=[O:21])[CH:15]([F:32])[CH2:16][CH2:17][CH2:18][CH2:19][CH3:20])[C:2]1[CH:3]=[CH:4][CH:5]=[CH:6][CH:7]=1. The catalyst class is: 1. (5) Reactant: [F:1][C:2]1[CH:7]=[C:6]([B:8]2[O:12][C:11]([CH3:14])([CH3:13])[C:10]([CH3:16])([CH3:15])[O:9]2)[CH:5]=[CH:4][C:3]=1CNC.[CH:20]([N:23](CC)C(C)C)(C)[CH3:21].Cl[C:30]([O:32][CH3:33])=[O:31]. Product: [F:1][C:2]1[CH:7]=[C:6]([B:8]2[O:12][C:11]([CH3:14])([CH3:13])[C:10]([CH3:16])([CH3:15])[O:9]2)[CH:5]=[CH:4][C:3]=1[CH2:21][CH2:20][NH:23][C:30](=[O:31])[O:32][CH3:33]. The catalyst class is: 2. (6) Reactant: [NH2:1][C:2]1[S:3][C:4]2[C:9]([N:10]=1)=[CH:8][CH:7]=[C:6]([O:11][C:12]1[C:13]([Cl:33])=[CH:14][C:15]([F:32])=[C:16]([NH:18][C:19](=[O:31])[C:20]3[CH:25]=[CH:24][CH:23]=[C:22]([C:26]([C:29]#[N:30])([CH3:28])[CH3:27])[CH:21]=3)[CH:17]=1)[N:5]=2.[C:34](Cl)(=[O:37])[CH2:35][CH3:36]. Product: [Cl:33][C:13]1[C:12]([O:11][C:6]2[N:5]=[C:4]3[S:3][C:2]([NH:1][C:34](=[O:37])[CH2:35][CH3:36])=[N:10][C:9]3=[CH:8][CH:7]=2)=[CH:17][C:16]([NH:18][C:19](=[O:31])[C:20]2[CH:25]=[CH:24][CH:23]=[C:22]([C:26]([C:29]#[N:30])([CH3:28])[CH3:27])[CH:21]=2)=[C:15]([F:32])[CH:14]=1. The catalyst class is: 300. (7) Reactant: Cl.[CH3:2][O:3][C:4](=[O:9])[C@@H:5]([CH2:7][OH:8])[NH2:6].C(N(CC)CC)C.[CH:17](=O)[C:18]1[CH:23]=[CH:22][CH:21]=[CH:20][CH:19]=1.[BH4-].[Na+].Cl. Product: [C:18]1([CH2:17][NH:6][C@@H:5]([C:4]([O:3][CH3:2])=[O:9])[CH2:7][OH:8])[CH:23]=[CH:22][CH:21]=[CH:20][CH:19]=1. The catalyst class is: 5. (8) Reactant: [N+:1]([C:4]1[CH:5]=[C:6]([S:20]([NH:23][C:24](=[O:41])[C:25]2[CH:30]=[CH:29][C:28]([N:31]3[CH2:36][CH2:35][CH:34]([CH2:37][CH2:38][CH:39]=[O:40])[CH2:33][CH2:32]3)=[CH:27][CH:26]=2)(=[O:22])=[O:21])[CH:7]=[CH:8][C:9]=1[NH:10][CH2:11][CH2:12][S:13][C:14]1[CH:19]=[CH:18][CH:17]=[CH:16][CH:15]=1)([O-:3])=[O:2].[BH4-].[Na+].O. Product: [OH:40][CH2:39][CH2:38][CH2:37][CH:34]1[CH2:33][CH2:32][N:31]([C:28]2[CH:27]=[CH:26][C:25]([C:24]([NH:23][S:20]([C:6]3[CH:7]=[CH:8][C:9]([NH:10][CH2:11][CH2:12][S:13][C:14]4[CH:19]=[CH:18][CH:17]=[CH:16][CH:15]=4)=[C:4]([N+:1]([O-:3])=[O:2])[CH:5]=3)(=[O:21])=[O:22])=[O:41])=[CH:30][CH:29]=2)[CH2:36][CH2:35]1. The catalyst class is: 138. (9) Reactant: C1C(=O)N([I:8])C(=O)C1.[Cl:9][C:10]1[CH:16]=[CH:15][C:13]([NH2:14])=[C:12]([CH3:17])[CH:11]=1.O. Product: [Cl:9][C:10]1[CH:11]=[C:12]([CH3:17])[C:13]([NH2:14])=[C:15]([I:8])[CH:16]=1. The catalyst class is: 3.